This data is from NCI-60 drug combinations with 297,098 pairs across 59 cell lines. The task is: Regression. Given two drug SMILES strings and cell line genomic features, predict the synergy score measuring deviation from expected non-interaction effect. (1) Drug 1: CC1CCC2CC(C(=CC=CC=CC(CC(C(=O)C(C(C(=CC(C(=O)CC(OC(=O)C3CCCCN3C(=O)C(=O)C1(O2)O)C(C)CC4CCC(C(C4)OC)O)C)C)O)OC)C)C)C)OC. Drug 2: CC(C)NC(=O)C1=CC=C(C=C1)CNNC.Cl. Cell line: M14. Synergy scores: CSS=10.0, Synergy_ZIP=-3.41, Synergy_Bliss=-2.44, Synergy_Loewe=-19.5, Synergy_HSA=-4.48. (2) Drug 1: CC(CN1CC(=O)NC(=O)C1)N2CC(=O)NC(=O)C2. Drug 2: CC1OCC2C(O1)C(C(C(O2)OC3C4COC(=O)C4C(C5=CC6=C(C=C35)OCO6)C7=CC(=C(C(=C7)OC)O)OC)O)O. Cell line: SNB-19. Synergy scores: CSS=62.4, Synergy_ZIP=13.5, Synergy_Bliss=14.9, Synergy_Loewe=15.6, Synergy_HSA=17.8.